From a dataset of Forward reaction prediction with 1.9M reactions from USPTO patents (1976-2016). Predict the product of the given reaction. (1) Given the reactants [N+:1]([C:4]1[CH:9]=[CH:8][C:7]([C@H:10]2[CH2:16][N:15]([C:17]([O:19][C:20]([CH3:23])([CH3:22])[CH3:21])=[O:18])[CH2:14][CH2:13][CH2:12][O:11]2)=[CH:6][CH:5]=1)([O-])=O.[H][H], predict the reaction product. The product is: [NH2:1][C:4]1[CH:9]=[CH:8][C:7]([C@H:10]2[CH2:16][N:15]([C:17]([O:19][C:20]([CH3:23])([CH3:22])[CH3:21])=[O:18])[CH2:14][CH2:13][CH2:12][O:11]2)=[CH:6][CH:5]=1. (2) The product is: [CH3:20][O:19][C:5]1[CH:4]=[C:3]([CH2:1][NH:29][CH2:28][CH2:27][N:21]2[CH2:26][CH2:25][O:24][CH2:23][CH2:22]2)[CH:18]=[CH:17][C:6]=1[O:7][C:8]1[CH:16]=[CH:15][C:11]([C:12]([NH2:14])=[O:13])=[CH:10][N:9]=1. Given the reactants [CH:1]([C:3]1[CH:18]=[CH:17][C:6]([O:7][C:8]2[CH:16]=[CH:15][C:11]([C:12]([NH2:14])=[O:13])=[CH:10][N:9]=2)=[C:5]([O:19][CH3:20])[CH:4]=1)=O.[N:21]1([CH2:27][CH2:28][NH2:29])[CH2:26][CH2:25][O:24][CH2:23][CH2:22]1, predict the reaction product. (3) Given the reactants [C:1]1([C:23]2[CH:28]=[CH:27][CH:26]=[CH:25][CH:24]=2)[CH:6]=[CH:5][C:4]([CH2:7][C@@H:8]([NH:15][C:16]([O:18][C:19]([CH3:22])([CH3:21])[CH3:20])=[O:17])[CH2:9][C@@H:10]([CH3:14])[C:11]([OH:13])=[O:12])=[CH:3][CH:2]=1.[C:29](=O)([O-])[O-].[Cs+].[Cs+].CI.C(OC(C)C)(=O)C, predict the reaction product. The product is: [CH3:29][O:12][C:11](=[O:13])[C@H:10]([CH3:14])[CH2:9][C@H:8]([NH:15][C:16]([O:18][C:19]([CH3:22])([CH3:20])[CH3:21])=[O:17])[CH2:7][C:4]1[CH:3]=[CH:2][C:1]([C:23]2[CH:24]=[CH:25][CH:26]=[CH:27][CH:28]=2)=[CH:6][CH:5]=1. (4) Given the reactants [NH2:1][C:2]1[S:6][N:5]=[C:4]([CH3:7])[C:3]=1[C:8]([NH:10][C:11]1[CH:12]=[N:13][C:14]([O:17][CH3:18])=[CH:15][CH:16]=1)=[O:9].Cl[C:20]1[CH:25]=[N:24][C:23]([C:26]([F:29])([F:28])[F:27])=[CH:22][N:21]=1.C(=O)([O-])[O-].[Cs+].[Cs+].CC1(C)C2C(=C(P(C3C=CC=CC=3)C3C=CC=CC=3)C=CC=2)OC2C(P(C3C=CC=CC=3)C3C=CC=CC=3)=CC=CC1=2, predict the reaction product. The product is: [CH3:18][O:17][C:14]1[N:13]=[CH:12][C:11]([NH:10][C:8]([C:3]2[C:4]([CH3:7])=[N:5][S:6][C:2]=2[NH:1][C:20]2[CH:25]=[N:24][C:23]([C:26]([F:29])([F:28])[F:27])=[CH:22][N:21]=2)=[O:9])=[CH:16][CH:15]=1. (5) Given the reactants C([O:8][CH2:9]/[CH:10]=[CH:11]\[CH2:12][C@@H:13]([O:25][C:26]1[CH:31]=[CH:30][C:29]([F:32])=[C:28]([CH3:33])[CH:27]=1)[C:14]([N:16]1[C@@H:20]([CH:21]([CH3:23])[CH3:22])[CH2:19][O:18][C:17]1=[O:24])=[O:15])C1C=CC=CC=1, predict the reaction product. The product is: [F:32][C:29]1[CH:30]=[CH:31][C:26]([O:25][C@H:13]([CH2:12][CH2:11][CH2:10][CH2:9][OH:8])[C:14]([N:16]2[C@@H:20]([CH:21]([CH3:23])[CH3:22])[CH2:19][O:18][C:17]2=[O:24])=[O:15])=[CH:27][C:28]=1[CH3:33]. (6) Given the reactants [O:1]=[C:2]([NH:19][C:20]1[S:21][C:22]([C:25]2[CH:30]=[CH:29][N:28]=[CH:27][CH:26]=2)=[N:23][N:24]=1)[C@@H:3]([NH:11]C(=O)OC(C)(C)C)[CH2:4][C:5]1[CH:10]=[CH:9][CH:8]=[CH:7][CH:6]=1.FC(F)(F)C(O)=O, predict the reaction product. The product is: [NH2:11][C@@H:3]([CH2:4][C:5]1[CH:10]=[CH:9][CH:8]=[CH:7][CH:6]=1)[C:2]([NH:19][C:20]1[S:21][C:22]([C:25]2[CH:30]=[CH:29][N:28]=[CH:27][CH:26]=2)=[N:23][N:24]=1)=[O:1]. (7) The product is: [Br:1][C:2]1[CH:3]=[CH:4][C:5]([CH2:8][C@@H:9]([NH:14][C:15]([O:17][C:18]([CH3:21])([CH3:20])[CH3:19])=[O:16])[CH2:10][C:11]([O:13][CH2:27][C:28]2[CH:33]=[CH:32][CH:31]=[CH:30][CH:29]=2)=[O:12])=[CH:6][CH:7]=1. Given the reactants [Br:1][C:2]1[CH:7]=[CH:6][C:5]([CH2:8][C@@H:9]([NH:14][C:15]([O:17][C:18]([CH3:21])([CH3:20])[CH3:19])=[O:16])[CH2:10][C:11]([OH:13])=[O:12])=[CH:4][CH:3]=1.C([O-])(O)=O.[Na+].[CH2:27](Br)[C:28]1[CH:33]=[CH:32][CH:31]=[CH:30][CH:29]=1, predict the reaction product.